Task: Predict which catalyst facilitates the given reaction.. Dataset: Catalyst prediction with 721,799 reactions and 888 catalyst types from USPTO Reactant: C(N(CC)C(C)C)(C)C.CN(C(ON1N=NC2C=CC=NC1=2)=[N+](C)C)C.F[P-](F)(F)(F)(F)F.[Cl:34][C:35]1[CH:36]=[C:37]([CH:54]=[CH:55][CH:56]=1)[CH2:38][NH:39][C:40]1[N:53]=[C:43]2[C:44]([O:51][CH3:52])=[CH:45][C:46]([C:48]([OH:50])=O)=[CH:47][N:42]2[N:41]=1.[CH3:57][CH:58]1[NH:65][CH2:64][C:61]2([CH2:63][CH2:62]2)[NH:60][C:59]1=[O:66]. Product: [Cl:34][C:35]1[CH:36]=[C:37]([CH:54]=[CH:55][CH:56]=1)[CH2:38][NH:39][C:40]1[N:53]=[C:43]2[C:44]([O:51][CH3:52])=[CH:45][C:46]([C:48]([N:65]3[CH2:64][C:61]4([CH2:63][CH2:62]4)[NH:60][C:59](=[O:66])[CH:58]3[CH3:57])=[O:50])=[CH:47][N:42]2[N:41]=1. The catalyst class is: 9.